Task: Predict which catalyst facilitates the given reaction.. Dataset: Catalyst prediction with 721,799 reactions and 888 catalyst types from USPTO (1) The catalyst class is: 4. Product: [F:1][C:2]1[C:3]([C:8]2[N:9]([CH2:13][C:14]3[N:19]=[CH:18][N:17]4[CH:25]=[N:21][N:20]=[C:16]4[C:15]=3[CH2:22][CH2:23][CH3:24])[CH:10]=[CH:11][N:12]=2)=[N:4][CH:5]=[CH:6][CH:7]=1. Reactant: [F:1][C:2]1[C:3]([C:8]2[N:9]([CH2:13][C:14]3[N:19]=[CH:18][N:17]=[C:16]([NH:20][NH2:21])[C:15]=3[CH2:22][CH2:23][CH3:24])[CH:10]=[CH:11][N:12]=2)=[N:4][CH:5]=[CH:6][CH:7]=1.[C:25](OC(OCC)OCC)(=O)C.C([O-])(O)=O.[Na+]. (2) The catalyst class is: 49. Product: [Cl:7][C:8]1[N:13]=[N:12][C:11]([NH:14][S:25]([C:21]2[CH:22]=[CH:23][CH:24]=[C:19]([C:17]#[N:18])[CH:20]=2)(=[O:27])=[O:26])=[C:10]([O:15][CH3:16])[CH:9]=1. Reactant: CC([O-])(C)C.[K+].[Cl:7][C:8]1[N:13]=[N:12][C:11]([NH2:14])=[C:10]([O:15][CH3:16])[CH:9]=1.[C:17]([C:19]1[CH:20]=[C:21]([S:25](Cl)(=[O:27])=[O:26])[CH:22]=[CH:23][CH:24]=1)#[N:18]. (3) Reactant: [CH:1]([CH:3]1[CH2:8][CH2:7][N:6]([C:9]([O:11][C:12]([CH3:15])([CH3:14])[CH3:13])=[O:10])[CH2:5][CH2:4]1)=[O:2].[F:16][C:17]1[CH:22]=[CH:21][C:20]([Mg]Br)=[CH:19][CH:18]=1. Product: [F:16][C:17]1[CH:22]=[CH:21][C:20]([CH:1]([OH:2])[CH:3]2[CH2:8][CH2:7][N:6]([C:9]([O:11][C:12]([CH3:15])([CH3:14])[CH3:13])=[O:10])[CH2:5][CH2:4]2)=[CH:19][CH:18]=1. The catalyst class is: 1. (4) Reactant: [C:1]1([CH2:7][CH:8]([P:18](=[O:21])([OH:20])[OH:19])[NH:9][S:10]([C:13]2[S:14][CH:15]=[CH:16][CH:17]=2)(=[O:12])=[O:11])[CH:6]=[CH:5][CH:4]=[CH:3][CH:2]=1.[N+:22]([C:25]1[CH:30]=[CH:29][CH:28]=[CH:27][C:26]=1O)([O-:24])=[O:23].ClC(Cl)(Cl)C#N. Product: [NH4+:9].[N+:22]([C:25]1[CH:30]=[CH:29][C:28]([O:21][P:18]([CH:8]([NH:9][S:10]([C:13]2[S:14][CH:15]=[CH:16][CH:17]=2)(=[O:11])=[O:12])[CH2:7][C:1]2[CH:6]=[CH:5][CH:4]=[CH:3][CH:2]=2)(=[O:19])[O-:20])=[CH:27][CH:26]=1)([O-:24])=[O:23]. The catalyst class is: 17. (5) Reactant: [NH:1](C(OCC1C=CC=CC=1)=O)[C:2]([C:5]([NH:7][C@H:8]([C:16]([N:18]1[CH2:29][CH2:28][CH2:27][C@@H:19]1[C:20]([O:22][C:23]([CH3:26])([CH3:25])[CH3:24])=[O:21])=[O:17])[CH2:9][C:10]1[CH:15]=[CH:14][CH:13]=[CH:12][CH:11]=1)=[O:6])([CH3:4])[CH3:3]. Product: [NH2:1][C:2]([C:5]([NH:7][C@H:8]([C:16]([N:18]1[CH2:29][CH2:28][CH2:27][C@@H:19]1[C:20]([O:22][C:23]([CH3:25])([CH3:24])[CH3:26])=[O:21])=[O:17])[CH2:9][C:10]1[CH:15]=[CH:14][CH:13]=[CH:12][CH:11]=1)=[O:6])([CH3:3])[CH3:4]. The catalyst class is: 285. (6) Reactant: C(OC([N:8]1[CH2:13][CH2:12][CH:11]([C:14]2[N:19]=[C:18]([OH:20])[CH:17]=[C:16]([C:21]3[CH:26]=[CH:25][CH:24]=[CH:23][CH:22]=3)[N:15]=2)[CH2:10][CH2:9]1)=O)(C)(C)C.[F:27][C:28]([F:38])([F:37])[C:29]1[CH:36]=[CH:35][CH:34]=[CH:33][C:30]=1[CH2:31]Br.C(=O)([O-])[O-].[K+].[K+]. Product: [C:21]1([C:16]2[N:15]=[C:14]([CH:11]3[CH2:12][CH2:13][NH:8][CH2:9][CH2:10]3)[N:19]([CH2:31][C:30]3[CH:33]=[CH:34][CH:35]=[CH:36][C:29]=3[C:28]([F:27])([F:37])[F:38])[C:18](=[O:20])[CH:17]=2)[CH:22]=[CH:23][CH:24]=[CH:25][CH:26]=1. The catalyst class is: 372. (7) Reactant: C1(P(C2C=CC=CC=2)C2C=CC=CC=2)C=CC=CC=1.COC.P([O-])([O-])([O-])=O.[K+].[K+].[K+].[OH:31][C:32]1[CH:37]=[CH:36][C:35](B2C(=O)C(C)(C)C(C)(C)C2=O)=[CH:34][CH:33]=1.Br[C:50]1[C:59]2[O:60][CH2:61][N:57]3[C:58]=2[C:53]([C:54]([CH2:63][OH:64])=[CH:55][C:56]3=[O:62])=[CH:52][CH:51]=1.Cl. Product: [OH:64][CH2:63][C:54]1[C:53]2[C:58]3=[C:59]([O:60][CH2:61][N:57]3[C:56](=[O:62])[CH:55]=1)[C:50]([C:35]1[CH:36]=[CH:37][C:32]([OH:31])=[CH:33][CH:34]=1)=[CH:51][CH:52]=2. The catalyst class is: 6. (8) Reactant: CC(C)([O-])C.[K+].[C:7]([O:11][C:12]([N:14]([CH2:21][C:22](=[O:24])[CH3:23])[CH2:15][C:16](OCC)=[O:17])=[O:13])([CH3:10])([CH3:9])[CH3:8]. Product: [O:24]=[C:22]1[CH2:23][C:16](=[O:17])[CH2:15][N:14]([C:12]([O:11][C:7]([CH3:8])([CH3:9])[CH3:10])=[O:13])[CH2:21]1. The catalyst class is: 28.